From a dataset of Full USPTO retrosynthesis dataset with 1.9M reactions from patents (1976-2016). Predict the reactants needed to synthesize the given product. (1) The reactants are: P(Cl)(Cl)([Cl:3])=O.[CH3:6][C:7]1[C:11]([C:12]2[C:21]3[O:20][CH2:19][CH:18]([C:22]4[CH:23]=[N:24][CH:25]=[CH:26][CH:27]=4)[N:17]4[C:28](=O)[NH:29][C:15]([C:16]=34)=[C:14]([F:31])[CH:13]=2)=[C:10]([CH3:32])[O:9][N:8]=1. Given the product [Cl:3][C:28]1[N:17]2[CH:18]([C:22]3[CH:23]=[N:24][CH:25]=[CH:26][CH:27]=3)[CH2:19][O:20][C:21]3=[C:16]2[C:15](=[C:14]([F:31])[CH:13]=[C:12]3[C:11]2[C:7]([CH3:6])=[N:8][O:9][C:10]=2[CH3:32])[N:29]=1, predict the reactants needed to synthesize it. (2) Given the product [Cl:24][C:25]1[CH:30]=[CH:29][C:28]([S:31]([N:8]2[CH2:9][CH2:10][CH:11]([C:14]3[CH:19]=[CH:18][CH:17]=[CH:16][C:15]=3[C:20]([F:21])([F:22])[F:23])[CH2:12][CH2:13]2)(=[O:33])=[O:32])=[CH:27][CH:26]=1, predict the reactants needed to synthesize it. The reactants are: C([N:8]1[CH2:13][CH:12]=[C:11]([C:14]2[CH:19]=[CH:18][CH:17]=[CH:16][C:15]=2[C:20]([F:23])([F:22])[F:21])[CH2:10][CH2:9]1)C1C=CC=CC=1.[Cl:24][C:25]1[CH:30]=[CH:29][C:28]([S:31](Cl)(=[O:33])=[O:32])=[CH:27][CH:26]=1. (3) Given the product [Br:1][C:2]1[C:3]([CH3:18])=[N:4][N:5]([CH2:14][CH2:15][CH:16]([OH:17])[C:20]([F:22])([F:21])[F:19])[C:6]=1[C:7]1[CH:8]=[CH:9][C:10]([F:13])=[CH:11][CH:12]=1, predict the reactants needed to synthesize it. The reactants are: [Br:1][C:2]1[C:3]([CH3:18])=[N:4][N:5]([CH2:14][CH2:15][CH:16]=[O:17])[C:6]=1[C:7]1[CH:12]=[CH:11][C:10]([F:13])=[CH:9][CH:8]=1.[F:19][C:20]([Si](C)(C)C)([F:22])[F:21].[F-].C([N+](CCCC)(CCCC)CCCC)CCC. (4) Given the product [Cl:1][C:2]1[CH:17]=[CH:16][C:5]([CH2:6][N:7]2[C:12](=[O:13])[C:11]([Br:14])=[N:10][N:9]([C:26]3[CH:27]=[C:22]([NH:21][C:18](=[O:20])[CH3:19])[CH:23]=[CH:24][CH:25]=3)[C:8]2=[O:15])=[CH:4][CH:3]=1, predict the reactants needed to synthesize it. The reactants are: [Cl:1][C:2]1[CH:17]=[CH:16][C:5]([CH2:6][N:7]2[C:12](=[O:13])[C:11]([Br:14])=[N:10][NH:9][C:8]2=[O:15])=[CH:4][CH:3]=1.[C:18]([NH:21][C:22]1[CH:23]=[C:24](B(O)O)[CH:25]=[CH:26][CH:27]=1)(=[O:20])[CH3:19].N1C=CC=CC=1.CC#N. (5) The reactants are: [CH3:1][O:2][C:3]1[CH:4]=[C:5]([N:12]2[CH2:17][CH2:16][CH:15]([N:18]([CH3:20])[CH3:19])[CH2:14][CH2:13]2)[CH:6]=[CH:7][C:8]=1[N+:9]([O-:11])=[O:10].N1CC[C@H:23]([OH:26])[CH2:22]1. Given the product [CH3:1][O:2][C:3]1[CH:4]=[C:5]([N:12]2[CH2:17][CH2:16][CH:15]([N:18]3[CH2:19][CH2:22][C@H:23]([OH:26])[CH2:20]3)[CH2:14][CH2:13]2)[CH:6]=[CH:7][C:8]=1[N+:9]([O-:11])=[O:10], predict the reactants needed to synthesize it. (6) The reactants are: Cl[C:2]1[N:7]=[C:6]([S:8][CH3:9])[N:5]=[C:4]([CH2:10][N:11]2[CH2:16][CH2:15][O:14][CH2:13][CH2:12]2)[CH:3]=1.[NH3:17]. Given the product [CH3:9][S:8][C:6]1[N:7]=[C:2]([NH2:17])[CH:3]=[C:4]([CH2:10][N:11]2[CH2:16][CH2:15][O:14][CH2:13][CH2:12]2)[N:5]=1, predict the reactants needed to synthesize it.